This data is from Forward reaction prediction with 1.9M reactions from USPTO patents (1976-2016). The task is: Predict the product of the given reaction. (1) Given the reactants [S:1]1[CH:5]=[CH:4][CH:3]=[C:2]1[CH2:6][NH:7][C:8]([C:10]12[CH2:19][CH:14]3[CH2:15][CH:16]([CH2:18][CH:12]([CH2:13]3)[CH2:11]1)[CH2:17]2)=[O:9].[H-].[Na+].Br[CH2:23][CH:24]1[CH2:29][CH2:28][CH2:27][CH2:26][CH2:25]1, predict the reaction product. The product is: [CH:24]1([CH2:23][N:7]([CH2:6][C:2]2[S:1][CH:5]=[CH:4][CH:3]=2)[C:8]([C:10]23[CH2:19][CH:14]4[CH2:15][CH:16]([CH2:18][CH:12]([CH2:13]4)[CH2:11]2)[CH2:17]3)=[O:9])[CH2:29][CH2:28][CH2:27][CH2:26][CH2:25]1. (2) Given the reactants Cl[C:2]1[C:3]2[CH:10]=[CH:9][NH:8][C:4]=2[N:5]=[CH:6][N:7]=1.[CH:11]1([SH:17])[CH2:16][CH2:15][CH2:14][CH2:13][CH2:12]1.CC(C)([O-])C.[K+].Cl, predict the reaction product. The product is: [CH:11]1([S:17][C:2]2[C:3]3[CH:10]=[CH:9][NH:8][C:4]=3[N:5]=[CH:6][N:7]=2)[CH2:16][CH2:15][CH2:14][CH2:13][CH2:12]1. (3) Given the reactants N12CCCN=C1CCCCC2.Cl.[NH2:13][CH2:14][C:15]1[CH:23]=[CH:22][CH:21]=[C:20]2[C:16]=1[CH2:17][N:18]([CH:25]1[CH2:30][CH2:29][C:28](=[O:31])[NH:27][C:26]1=[O:32])[C:19]2=[O:24].[CH2:33]([N:35]=[C:36]=[O:37])[CH3:34], predict the reaction product. The product is: [O:32]=[C:26]1[CH:25]([N:18]2[CH2:17][C:16]3[C:20](=[CH:21][CH:22]=[CH:23][C:15]=3[CH2:14][NH:13][C:36]([NH:35][CH2:33][CH3:34])=[O:37])[C:19]2=[O:24])[CH2:30][CH2:29][C:28](=[O:31])[NH:27]1. (4) Given the reactants [CH3:1][N:2]([CH2:11][CH2:12][NH:13][S:14]([C:17]1[CH:22]=[C:21]([S:23]([C:26]2[CH:31]=[CH:30][CH:29]=[CH:28][CH:27]=2)(=[O:25])=[O:24])[CH:20]=[CH:19][C:18]=1[C:32]([F:35])([F:34])[F:33])(=[O:16])=[O:15])[CH2:3][C:4]([O:6]C(C)(C)C)=[O:5].[ClH:36], predict the reaction product. The product is: [ClH:36].[CH3:1][N:2]([CH2:11][CH2:12][NH:13][S:14]([C:17]1[CH:22]=[C:21]([S:23]([C:26]2[CH:31]=[CH:30][CH:29]=[CH:28][CH:27]=2)(=[O:24])=[O:25])[CH:20]=[CH:19][C:18]=1[C:32]([F:34])([F:33])[F:35])(=[O:15])=[O:16])[CH2:3][C:4]([OH:6])=[O:5]. (5) Given the reactants [F:1][C:2]1[CH:7]=[CH:6][C:5]([C:8]2[C:16]3[C:11](=[CH:12][CH:13]=[C:14]([C:17]([OH:19])=[O:18])[CH:15]=3)[NH:10][N:9]=2)=[CH:4][CH:3]=1.[C:20](O)(=[O:22])[CH3:21].C(OC(=O)C)(=O)C, predict the reaction product. The product is: [C:20]([N:10]1[C:11]2[C:16](=[CH:15][C:14]([C:17]([OH:19])=[O:18])=[CH:13][CH:12]=2)[C:8]([C:5]2[CH:4]=[CH:3][C:2]([F:1])=[CH:7][CH:6]=2)=[N:9]1)(=[O:22])[CH3:21]. (6) Given the reactants [CH3:1][NH:2][C:3]1([C:15]#[N:16])[CH2:8][CH2:7][CH:6]([C:9]2[CH:14]=[CH:13][CH:12]=[CH:11][CH:10]=2)[CH2:5][CH2:4]1.[O-:17][C:18]#N.[K+].Cl.C(O)(=[O:24])C, predict the reaction product. The product is: [CH3:1][N:2]1[C:3]2([CH2:4][CH2:5][CH:6]([C:9]3[CH:14]=[CH:13][CH:12]=[CH:11][CH:10]=3)[CH2:7][CH2:8]2)[C:15](=[O:24])[NH:16][C:18]1=[O:17]. (7) Given the reactants [Br:1][C:2]1[CH:6]=[CH:5][S:4][CH:3]=1.[Li+].CC([N-]C(C)C)C.C([O:17][CH2:18]C)C.C1C[O:23]CC1, predict the reaction product. The product is: [Br:1][C:2]1[CH:6]=[CH:5][S:4][C:3]=1[C:18]([OH:17])=[O:23]. (8) The product is: [CH3:1][O:2][C@H:3]([C:35]1[CH:36]=[CH:37][CH:38]=[CH:39][CH:40]=1)[C:4]([N:6]1[CH2:13][C:12]2[C:11]([NH:14][C:15](=[O:29])[C:16]3[CH:17]=[CH:18][C:19]([N:22]4[CH2:27][CH2:26][N:25]([CH3:28])[CH2:24][CH2:23]4)=[CH:20][CH:21]=3)=[N:10][NH:9][C:8]=2[CH2:7]1)=[O:5]. Given the reactants [CH3:1][O:2][C@H:3]([C:35]1[CH:40]=[CH:39][CH:38]=[CH:37][CH:36]=1)[C:4]([N:6]1[CH2:13][C:12]2[C:11]([NH:14][C:15](=[O:29])[C:16]3[CH:21]=[CH:20][C:19]([N:22]4[CH2:27][CH2:26][N:25]([CH3:28])[CH2:24][CH2:23]4)=[CH:18][CH:17]=3)=[N:10][N:9](C(OCC)=O)[C:8]=2[CH2:7]1)=[O:5], predict the reaction product. (9) The product is: [C:11]([C:15]1[CH:35]=[CH:34][C:18]([C:19]([NH:21][C:22](=[S:33])[NH:9][C:3]2[CH:4]=[C:5]([CH3:8])[CH:6]=[CH:7][C:2]=2[Cl:1])=[O:20])=[CH:17][CH:16]=1)([CH3:14])([CH3:12])[CH3:13]. Given the reactants [Cl:1][C:2]1[CH:7]=[CH:6][C:5]([CH3:8])=[CH:4][C:3]=1[NH2:9].Cl.[C:11]([C:15]1[CH:35]=[CH:34][C:18]([C:19]([NH:21][C:22](=[S:33])NC2C=CC(NC)=CC=2Cl)=[O:20])=[CH:17][CH:16]=1)([CH3:14])([CH3:13])[CH3:12], predict the reaction product. (10) Given the reactants [F:1][C:2]1[CH:3]=[C:4]([C:9]2[C:10]([C:19](N(OC)C)=[O:20])=[CH:11][CH:12]=[C:13]3[C:18]=2[N:17]=[CH:16][CH:15]=[CH:14]3)[CH:5]=[C:6]([F:8])[CH:7]=1.[CH3:25][Mg]Br, predict the reaction product. The product is: [F:1][C:2]1[CH:3]=[C:4]([C:9]2[C:10]([C:19](=[O:20])[CH3:25])=[CH:11][CH:12]=[C:13]3[C:18]=2[N:17]=[CH:16][CH:15]=[CH:14]3)[CH:5]=[C:6]([F:8])[CH:7]=1.